Dataset: Full USPTO retrosynthesis dataset with 1.9M reactions from patents (1976-2016). Task: Predict the reactants needed to synthesize the given product. (1) Given the product [CH:1]1([CH2:6][CH:7]([C:16]2[CH:21]=[CH:20][C:19]([S:22]([CH3:25])(=[O:23])=[O:24])=[C:18]([NH:26][OH:27])[CH:17]=2)[C:8]([NH:10][C:11]2[S:12][CH:13]=[CH:14][N:15]=2)=[O:9])[CH2:5][CH2:4][CH2:3][CH2:2]1, predict the reactants needed to synthesize it. The reactants are: [CH:1]1([CH2:6][CH:7]([C:16]2[CH:21]=[CH:20][C:19]([S:22]([CH3:25])(=[O:24])=[O:23])=[C:18]([N+:26]([O-])=[O:27])[CH:17]=2)[C:8]([NH:10][C:11]2[S:12][CH:13]=[CH:14][N:15]=2)=[O:9])[CH2:5][CH2:4][CH2:3][CH2:2]1.[H][H]. (2) Given the product [Cl:7][C:8]1[CH:9]=[C:10]([CH:13]=[CH:14][C:15]=1[O:16][CH3:17])[CH2:11][NH:12][C:30]1[C:31]([C:32]([O:34][CH2:35][CH3:36])=[S:33])=[CH:26][N:27]=[C:28]([CH3:37])[N:29]=1, predict the reactants needed to synthesize it. The reactants are: O1CCCC1.Cl.[Cl:7][C:8]1[CH:9]=[C:10]([CH:13]=[CH:14][C:15]=1[O:16][CH3:17])[CH2:11][NH2:12].C(N(CC)CC)C.Cl[C:26]1[C:31]([C:32]([O:34][CH2:35][CH3:36])=[S:33])=[CH:30][N:29]=[C:28]([CH3:37])[N:27]=1. (3) Given the product [CH3:19][O:20][C:21](=[O:37])[C:22]1[CH:27]=[C:26]([S:28](=[O:33])(=[O:34])[NH:29][CH2:30][CH2:31][O:16][C:13]2[CH:12]=[CH:11][C:10]([O:9][C:8]([F:17])([F:18])[F:7])=[CH:15][CH:14]=2)[CH:25]=[C:24]([CH3:35])[C:23]=1[CH3:36], predict the reactants needed to synthesize it. The reactants are: C(=O)([O-])[O-].[Cs+].[Cs+].[F:7][C:8]([F:18])([F:17])[O:9][C:10]1[CH:15]=[CH:14][C:13]([OH:16])=[CH:12][CH:11]=1.[CH3:19][O:20][C:21](=[O:37])[C:22]1[CH:27]=[C:26]([S:28](=[O:34])(=[O:33])[NH:29][CH2:30][CH2:31]Br)[CH:25]=[C:24]([CH3:35])[C:23]=1[CH3:36]. (4) Given the product [NH2:7][C:6]1[C:5]([Br:11])=[CH:4][C:3]([F:12])=[C:2]([Br:1])[C:10]=1[NH2:9], predict the reactants needed to synthesize it. The reactants are: [Br:1][C:2]1[C:10]2[C:6](=[N:7]S[N:9]=2)[C:5]([Br:11])=[CH:4][C:3]=1[F:12]. (5) The reactants are: Cl[C:2]1[N:3]=[CH:4][C:5](/[CH:8]=[CH:9]/[C:10]([O:12][CH2:13][CH3:14])=[O:11])=[N:6][CH:7]=1.Cl.Cl.[CH:17]1([N:23]2[CH2:27][CH2:26][C@@H:25]([NH2:28])[CH2:24]2)[CH2:22][CH2:21][CH2:20][CH2:19][CH2:18]1.C([O-])([O-])=O.[K+].[K+]. Given the product [CH:17]1([N:23]2[CH2:27][CH2:26][C@@H:25]([NH:28][C:2]3[N:3]=[CH:4][C:5](/[CH:8]=[CH:9]/[C:10]([O:12][CH2:13][CH3:14])=[O:11])=[N:6][CH:7]=3)[CH2:24]2)[CH2:22][CH2:21][CH2:20][CH2:19][CH2:18]1, predict the reactants needed to synthesize it.